This data is from Catalyst prediction with 721,799 reactions and 888 catalyst types from USPTO. The task is: Predict which catalyst facilitates the given reaction. (1) The catalyst class is: 1. Reactant: [NH2:1][C:2]1[C:11]2[N:10]=[CH:9][C:8]([C:12](OCC)=[O:13])=[CH:7][C:6]=2[C:5]2[CH:17]=[CH:18][C:19]([CH3:21])=[CH:20][C:4]=2[N:3]=1.[Li+].[B-](CC)(CC)CC. Product: [NH2:1][C:2]1[C:11]2[N:10]=[CH:9][C:8]([CH2:12][OH:13])=[CH:7][C:6]=2[C:5]2[CH:17]=[CH:18][C:19]([CH3:21])=[CH:20][C:4]=2[N:3]=1. (2) Reactant: CN(C(ON1N=NC2C=CC=CC1=2)=[N+](C)C)C.F[P-](F)(F)(F)(F)F.[CH:25]1[CH:30]=[CH:29][C:28]2[NH:31][CH:32]=[C:33]([CH2:34][CH2:35][CH2:36][C:37]([OH:39])=[O:38])[C:27]=2[CH:26]=1.[CH:40]1[C:45]([N:46]=[C:47]=[S:48])=[CH:44][C:43]2[C:49]([O:51][C:52]3([C:62]4[CH:63]=[CH:64][C:65]([OH:67])=[CH:66][C:61]=4[O:60][C:54]4[CH:55]=[C:56]([OH:59])[CH:57]=[CH:58][C:53]3=4)[C:42]=2[CH:41]=1)=[O:50].N[C@H](C(O)=O)CCCCN. Product: [CH:25]1[CH:30]=[CH:29][C:28]2[NH:31][CH:32]=[C:33]([CH2:34][CH2:35][CH2:36][C:37]([OH:39])=[O:38])[C:27]=2[CH:26]=1.[CH:40]1[C:45]([N:46]=[C:47]=[S:48])=[CH:44][C:43]2[C:49]([O:51][C:52]3([C:53]4[CH:58]=[CH:57][C:56]([OH:59])=[CH:55][C:54]=4[O:60][C:61]4[CH:66]=[C:65]([OH:67])[CH:64]=[CH:63][C:62]3=4)[C:42]=2[CH:41]=1)=[O:50]. The catalyst class is: 3. (3) Reactant: [OH-].[K+].C([O:5][C:6](=[O:36])[C:7]([CH3:35])([C:29]1[CH:34]=[CH:33][CH:32]=[CH:31][CH:30]=1)[CH2:8][CH2:9][CH2:10][C:11](=[O:28])[CH2:12][CH2:13][CH2:14][C:15]([CH3:27])([C:21]1[CH:26]=[CH:25][CH:24]=[CH:23][CH:22]=1)[C:16]([O:18]CC)=[O:17])C. Product: [CH3:27][C:15]([C:21]1[CH:22]=[CH:23][CH:24]=[CH:25][CH:26]=1)([CH2:14][CH2:13][CH2:12][C:11](=[O:28])[CH2:10][CH2:9][CH2:8][C:7]([CH3:35])([C:29]1[CH:30]=[CH:31][CH:32]=[CH:33][CH:34]=1)[C:6]([OH:36])=[O:5])[C:16]([OH:18])=[O:17]. The catalyst class is: 97. (4) Reactant: [CH2:1]([O:3][C:4](=[O:19])[C@@H:5]([NH2:18])[C@@H:6]([C:8]1[CH:13]=[CH:12][C:11]([S:14]([CH3:17])(=[O:16])=[O:15])=[CH:10][CH:9]=1)[OH:7])[CH3:2].Cl.C(O[C:24]([C:26]1[CH:31]=[CH:30][CH:29]=[CH:28][CH:27]=1)=N)C.C(N(CC)CC)C. Product: [CH2:1]([O:3][C:4]([C@@H:5]1[C@@H:6]([C:8]2[CH:13]=[CH:12][C:11]([S:14]([CH3:17])(=[O:16])=[O:15])=[CH:10][CH:9]=2)[O:7][C:24]([C:26]2[CH:31]=[CH:30][CH:29]=[CH:28][CH:27]=2)=[N:18]1)=[O:19])[CH3:2]. The catalyst class is: 6. (5) Reactant: Cl.[CH3:2][C:3]1[C:8]([C:9]([OH:11])=[O:10])=[CH:7][N:6]=[CH:5][CH:4]=1.C([Li])CCC.[C:17](=[O:19])=[O:18]. Product: [C:17]([CH2:2][C:3]1[C:8]([C:9]([OH:11])=[O:10])=[CH:7][N:6]=[CH:5][CH:4]=1)([OH:19])=[O:18]. The catalyst class is: 1. (6) Reactant: C(N(CC)CC)C.[CH:8]([C:10]1[C:18]2[C:13](=[CH:14][CH:15]=[CH:16][CH:17]=2)[N:12](C(OC(C)(C)C)=O)[CH:11]=1)=[O:9].[CH3:26][O:27][C:28]1[CH:29]=[C:30]([CH:41]=[CH:42][CH:43]=1)[N:31]=[CH:32][C:33]1[CH:34]=[N:35][CH:36]=[C:37]([O:39][CH3:40])[CH:38]=1. The catalyst class is: 433. Product: [NH:12]1[C:13]2[C:18](=[CH:17][CH:16]=[CH:15][CH:14]=2)[C:10]([C:8](=[O:9])[CH:32]([NH:31][C:30]2[CH:41]=[CH:42][CH:43]=[C:28]([O:27][CH3:26])[CH:29]=2)[C:33]2[CH:34]=[N:35][CH:36]=[C:37]([O:39][CH3:40])[CH:38]=2)=[CH:11]1. (7) Reactant: N(OC([CH2:7][C@H:8]([CH2:14][S:15][C:16]([CH3:19])([CH3:18])[CH3:17])[C:9]([O:11][CH2:12][CH3:13])=[O:10])=O)=[N+]=[N-].[N:20]([C:23]([C@@](CSC(C)(C)C)(C)C(OCC)=O)=[O:24])=[N+]=[N-]. Product: [C:16]([S:15][CH2:14][C@:8]([N:20]=[C:23]=[O:24])([CH3:7])[C:9]([O:11][CH2:12][CH3:13])=[O:10])([CH3:17])([CH3:18])[CH3:19]. The catalyst class is: 11. (8) Reactant: F[C:2]1[CH:3]=[C:4]([CH:6]=[CH:7][C:8]=1[N+:9]([O-:11])=[O:10])[NH2:5].[CH:12]([C:14]1[CH:19]=[CH:18][C:17]([OH:20])=[CH:16][CH:15]=1)=[CH2:13].C([O-])([O-])=O.[K+].[K+].C(OCC)(=O)C.CCCCCC. Product: [N+:9]([C:8]1[CH:7]=[CH:6][C:4]([NH2:5])=[CH:3][C:2]=1[O:20][C:17]1[CH:18]=[CH:19][C:14]([CH:12]=[CH2:13])=[CH:15][CH:16]=1)([O-:11])=[O:10]. The catalyst class is: 37.